From a dataset of Forward reaction prediction with 1.9M reactions from USPTO patents (1976-2016). Predict the product of the given reaction. (1) Given the reactants [C:1]([C:5]1[CH:6]=[CH:7][C:8]([C:11]([F:18])([F:17])[C:12]([O:14]CC)=[O:13])=[N:9][CH:10]=1)([CH3:4])([CH3:3])[CH3:2].O.[OH-].[Li+].S(=O)(=O)(O)[O-].[K+], predict the reaction product. The product is: [C:1]([C:5]1[CH:6]=[CH:7][C:8]([C:11]([F:18])([F:17])[C:12]([OH:14])=[O:13])=[N:9][CH:10]=1)([CH3:4])([CH3:2])[CH3:3]. (2) The product is: [C:1]([NH2:5])(=[O:4])[CH:2]=[CH2:3].[CH2:6]=[CH:7][C:8]1[CH:13]=[CH:12][CH:11]=[CH:10][CH:9]=1. Given the reactants [C:1]([NH2:5])(=[O:4])[CH:2]=[CH2:3].[CH2:6]=[CH:7][C:8]1[CH:13]=[CH:12][CH:11]=[CH:10][CH:9]=1.C(C1C=CC=CC=1C=C)=C.O, predict the reaction product. (3) Given the reactants S(=O)(=O)(O)O.[CH:6]1[C:18]2[C:17](=[O:19])[C:16]3[C:11](=[CH:12][CH:13]=[CH:14][CH:15]=3)[C:10]=2[CH:9]=[CH:8][CH:7]=1.II.[I:22](O)(=O)(=O)=O, predict the reaction product. The product is: [I:22][C:14]1[CH:13]=[CH:12][C:11]2[C:10]3[C:18](=[CH:6][CH:7]=[CH:8][CH:9]=3)[C:17](=[O:19])[C:16]=2[CH:15]=1. (4) The product is: [ClH:24].[Cl:26][C:19]1[CH:20]=[N+:21]([O-:25])[CH:22]=[C:23]([Cl:24])[C:18]=1[CH2:17][C@@H:16]([C:27]1[CH:32]=[CH:31][C:30]([O:33][CH:34]([F:36])[F:35])=[C:29]([O:37][CH2:38][CH:39]2[CH2:41][CH2:40]2)[CH:28]=1)[O:15][C:13]([C@H:9]1[NH:8][CH2:12][CH2:11][S:10]1)=[O:14]. Given the reactants C(OC([N:8]1[CH2:12][CH2:11][S:10][C@H:9]1[C:13]([O:15][C@H:16]([C:27]1[CH:32]=[CH:31][C:30]([O:33][CH:34]([F:36])[F:35])=[C:29]([O:37][CH2:38][CH:39]2[CH2:41][CH2:40]2)[CH:28]=1)[CH2:17][C:18]1[C:23]([Cl:24])=[CH:22][N+:21]([O-:25])=[CH:20][C:19]=1[Cl:26])=[O:14])=O)(C)(C)C.Cl.C(OCC)(=O)C, predict the reaction product. (5) The product is: [F:1][C:2]1[CH:7]=[C:6]([F:8])[CH:5]=[CH:4][C:3]=1[C@:9]12[CH2:10][O:11][C@H:12]([CH3:16])[C@H:13]1[CH2:14][S:19][C:18]([NH:20][C:21](=[O:28])[C:22]1[CH:27]=[CH:26][CH:25]=[CH:24][CH:23]=1)=[N:17]2. Given the reactants [F:1][C:2]1[CH:7]=[C:6]([F:8])[CH:5]=[CH:4][C:3]=1[C@@:9]1([NH:17][C:18]([NH:20][C:21](=[O:28])[C:22]2[CH:27]=[CH:26][CH:25]=[CH:24][CH:23]=2)=[S:19])[C@H:13]([CH2:14]O)[C@@H:12]([CH3:16])[O:11][CH2:10]1.FC(F)(F)S(OS(C(F)(F)F)(=O)=O)(=O)=O, predict the reaction product. (6) Given the reactants [F:1][C:2]1[CH:7]=[C:6]([N:8]2[CH2:12][CH:11]([CH2:13][NH:14][C:15](=[O:17])[CH3:16])[O:10][C:9]2=[O:18])[CH:5]=[CH:4][C:3]=1[C:19]1[CH:24]=[CH:23][C:22]([CH2:25][OH:26])=[CH:21][CH:20]=1.C(N(CC)CC)C.[CH3:34][S:35](Cl)(=[O:37])=[O:36].O, predict the reaction product. The product is: [C:15]([NH:14][CH2:13][CH:11]1[O:10][C:9](=[O:18])[N:8]([C:6]2[CH:5]=[CH:4][C:3]([C:19]3[CH:24]=[CH:23][C:22]([CH2:25][O:26][S:35]([CH3:34])(=[O:37])=[O:36])=[CH:21][CH:20]=3)=[C:2]([F:1])[CH:7]=2)[CH2:12]1)(=[O:17])[CH3:16].